This data is from Catalyst prediction with 721,799 reactions and 888 catalyst types from USPTO. The task is: Predict which catalyst facilitates the given reaction. Reactant: [CH3:1][CH:2]1[CH2:7][CH2:6][CH2:5][CH:4]([CH3:8])[N:3]1[CH2:9][C:10]#[N:11]. Product: [CH3:1][CH:2]1[CH2:7][CH2:6][CH2:5][CH:4]([CH3:8])[N:3]1[CH2:9][CH2:10][NH2:11]. The catalyst class is: 592.